From a dataset of Full USPTO retrosynthesis dataset with 1.9M reactions from patents (1976-2016). Predict the reactants needed to synthesize the given product. Given the product [CH3:7][C:3]1[NH:2][C:8]2[CH2:9][CH2:10][CH2:11][C:18](=[O:21])[C:19]=2[C:4]=1[CH3:5], predict the reactants needed to synthesize it. The reactants are: O/[N:2]=[C:3](\[CH3:7])/[C:4](=O)[CH3:5].[CH3:8][C:9]1(C)CC(=O)C[C:11](=O)[CH2:10]1.[C:18]([OH:21])(=O)[CH3:19].